Dataset: Reaction yield outcomes from USPTO patents with 853,638 reactions. Task: Predict the reaction yield, written as a fraction of the theoretical maximum amount of product (1.0 means a 100% yield; for example, 0.34 means a 34% yield). The reactants are [CH3:1][CH2:2][CH2:3][CH2:4][CH2:5][CH3:6].C([Li])CCC.Br[C:13]1[CH:18]=[CH:17][C:16]([C:19]2[CH:24]=[CH:23][CH:22]=[CH:21][CH:20]=2)=[CH:15][CH:14]=1.BrC1C=CC([C:32]2[N:37]=[C:36]([C:38]3[C:47]4[C:42](=[CH:43][CH:44]=[CH:45][CH:46]=4)[CH:41]=[CH:40][CH:39]=3)[N:35]=[C:34]([C:48]3[C:57]4[C:52](=[CH:53][CH:54]=[CH:55][CH:56]=4)[CH:51]=[CH:50][CH:49]=3)[N:33]=2)=CC=1. The catalyst is O1CCCC1.C1C=CC([P]([Pd]([P](C2C=CC=CC=2)(C2C=CC=CC=2)C2C=CC=CC=2)([P](C2C=CC=CC=2)(C2C=CC=CC=2)C2C=CC=CC=2)[P](C2C=CC=CC=2)(C2C=CC=CC=2)C2C=CC=CC=2)(C2C=CC=CC=2)C2C=CC=CC=2)=CC=1. The product is [C:38]1([C:36]2[N:35]=[C:34]([C:48]3[C:57]4[C:52](=[CH:53][CH:54]=[CH:55][CH:56]=4)[CH:51]=[CH:50][CH:49]=3)[N:33]=[C:32]([C:13]3[CH:18]=[CH:17][C:16]([C:19]4[CH:24]=[CH:23][C:22]([C:3]5[CH:2]=[CH:1][CH:6]=[CH:5][CH:4]=5)=[CH:21][CH:20]=4)=[CH:15][CH:14]=3)[N:37]=2)[C:47]2[C:42](=[CH:43][CH:44]=[CH:45][CH:46]=2)[CH:41]=[CH:40][CH:39]=1. The yield is 0.710.